Dataset: Forward reaction prediction with 1.9M reactions from USPTO patents (1976-2016). Task: Predict the product of the given reaction. The product is: [F:21][CH:22]([F:26])[C:23]([N:19]([C:14]1[CH:13]=[C:12]2[C:17]([CH:18]=[C:10]([C:3]3[C:4]([O:8][CH3:9])=[N:5][CH:6]=[CH:7][C:2]=3[I:1])[NH:11]2)=[CH:16][CH:15]=1)[CH3:20])=[O:24]. Given the reactants [I:1][C:2]1[CH:7]=[CH:6][N:5]=[C:4]([O:8][CH3:9])[C:3]=1[C:10]1[NH:11][C:12]2[C:17]([CH:18]=1)=[CH:16][CH:15]=[C:14]([NH:19][CH3:20])[CH:13]=2.[F:21][CH:22]([F:26])[C:23](O)=[O:24].CN(C(ON1N=NC2C=CC=NC1=2)=[N+](C)C)C.F[P-](F)(F)(F)(F)F.O, predict the reaction product.